This data is from Catalyst prediction with 721,799 reactions and 888 catalyst types from USPTO. The task is: Predict which catalyst facilitates the given reaction. (1) Reactant: C([Li])CCC.[I:6]I.S([O-])([O-])(=O)=S.[Na+].[Na+].[F:15][C:16]1[CH:21]=[CH:20][CH:19]=[C:18]([F:22])[C:17]=1[F:23]. Product: [I:6][C:19]1[CH:20]=[CH:21][C:16]([F:15])=[C:17]([F:23])[C:18]=1[F:22]. The catalyst class is: 1. (2) The catalyst class is: 70. Reactant: Cl[C:2]1[N:7]=[C:6]([N:8]2[C:12]([CH3:13])=[CH:11][C:10]([CH3:14])=[N:9]2)[N:5]=[C:4]([NH:15][C:16](=[O:18])[CH3:17])[CH:3]=1.[F:19][C:20]1[CH:21]=[C:22](B(O)O)[CH:23]=[C:24]([OH:26])[CH:25]=1.C(=O)([O-])[O-].[K+].[K+]. Product: [CH3:14][C:10]1[CH:11]=[C:12]([CH3:13])[N:8]([C:6]2[N:5]=[C:4]([NH:15][C:16](=[O:18])[CH3:17])[CH:3]=[C:2]([C:22]3[CH:23]=[C:24]([OH:26])[CH:25]=[C:20]([F:19])[CH:21]=3)[N:7]=2)[N:9]=1.